From a dataset of Reaction yield outcomes from USPTO patents with 853,638 reactions. Predict the reaction yield, written as a fraction of the theoretical maximum amount of product (1.0 means a 100% yield; for example, 0.34 means a 34% yield). (1) The reactants are Br[C:2]1[CH:16]=[CH:15][C:5]([N:6]([Si](C)(C)C)[Si](C)(C)C)=[CH:4][CH:3]=1.CON(C)[C:20](=[O:33])[CH2:21][CH2:22][CH2:23][N:24]([CH3:32])[C:25](=[O:31])[O:26][C:27]([CH3:30])([CH3:29])[CH3:28].[F-].C([N+](CCCC)(CCCC)CCCC)CCC.C(=O)([O-])O.[Na+]. The catalyst is O1CCCC1.O. The product is [NH2:6][C:5]1[CH:15]=[CH:16][C:2]([C:20](=[O:33])[CH2:21][CH2:22][CH2:23][N:24]([CH3:32])[C:25](=[O:31])[O:26][C:27]([CH3:30])([CH3:28])[CH3:29])=[CH:3][CH:4]=1. The yield is 0.710. (2) The reactants are C(N(CC)CC)C.[NH2:8][C:9]1[CH:18]=[C:17]2[C:12]([CH2:13][CH:14](Cl)[C:15](=[O:19])[NH:16]2)=[CH:11][CH:10]=1. The catalyst is O1CCCC1. The product is [NH2:8][C:9]1[CH:18]=[C:17]2[C:12]([CH:13]=[CH:14][C:15](=[O:19])[NH:16]2)=[CH:11][CH:10]=1. The yield is 0.680. (3) The reactants are [Cl:1][C:2]1[CH:7]=[C:6](/[CH:8]=[CH:9]/[CH:10]([C:15]2[CH:20]=[C:19]([Cl:21])[C:18]([Cl:22])=[C:17]([Cl:23])[CH:16]=2)[C:11]([F:14])([F:13])[F:12])[CH:5]=[CH:4][C:3]=1[CH2:24][NH2:25].CCN(CC)CC.[CH3:33][N:34]([CH3:38])[C:35](Cl)=[O:36]. The catalyst is C(Cl)Cl. The product is [Cl:1][C:2]1[CH:7]=[C:6](/[CH:8]=[CH:9]/[CH:10]([C:15]2[CH:20]=[C:19]([Cl:21])[C:18]([Cl:22])=[C:17]([Cl:23])[CH:16]=2)[C:11]([F:14])([F:13])[F:12])[CH:5]=[CH:4][C:3]=1[CH2:24][NH:25][C:35](=[O:36])[N:34]([CH3:38])[CH3:33]. The yield is 0.600. (4) The reactants are Cl.[NH2:2][CH2:3][C:4]1[CH:12]=[CH:11][CH:10]=[C:9]2[C:5]=1[C:6](=[O:22])[N:7]([CH:14]1[CH2:19][CH2:18][C:17](=[O:20])[NH:16][C:15]1=[O:21])[C:8]2=[O:13].N12CCCN=C1CCCCC2.ON1C2C=CC=CC=2N=N1.[C:44]1([CH2:54][C:55](O)=[O:56])[C:53]2[C:48](=[CH:49][CH:50]=[CH:51][CH:52]=2)[CH:47]=[CH:46][CH:45]=1.Cl.CN(C)CCCN=C=NCC. The catalyst is C(#N)C. The product is [O:21]=[C:15]1[CH:14]([N:7]2[C:6](=[O:22])[C:5]3[C:9](=[CH:10][CH:11]=[CH:12][C:4]=3[CH2:3][NH:2][C:55](=[O:56])[CH2:54][C:44]3[C:53]4[C:48](=[CH:49][CH:50]=[CH:51][CH:52]=4)[CH:47]=[CH:46][CH:45]=3)[C:8]2=[O:13])[CH2:19][CH2:18][C:17](=[O:20])[NH:16]1. The yield is 0.740. (5) The yield is 0.523. The product is [Si:15]([O:14][C:11]1[CH:12]=[CH:13][C:8]([C:6]2[N:7]=[C:2]([C:24]3[S:23][C:27]4[C:28]5[S:33][CH:32]=[CH:31][C:29]=5[S:30][C:26]=4[CH:25]=3)[C:3]([NH2:22])=[N:4][CH:5]=2)=[CH:9][CH:10]=1)([C:18]([CH3:21])([CH3:20])[CH3:19])([CH3:17])[CH3:16]. The reactants are Br[C:2]1[C:3]([NH2:22])=[N:4][CH:5]=[C:6]([C:8]2[CH:13]=[CH:12][C:11]([O:14][Si:15]([C:18]([CH3:21])([CH3:20])[CH3:19])([CH3:17])[CH3:16])=[CH:10][CH:9]=2)[N:7]=1.[S:23]1[C:27]2[C:28]3[S:33][CH:32]=[CH:31][C:29]=3[S:30][C:26]=2[CH:25]=[C:24]1B(O)O.C([O-])([O-])=O.[Na+].[Na+].O. The catalyst is C1(C)C=CC=CC=1.C(O)C.Cl[Pd](Cl)([P](C1C=CC=CC=1)(C1C=CC=CC=1)C1C=CC=CC=1)[P](C1C=CC=CC=1)(C1C=CC=CC=1)C1C=CC=CC=1. (6) The reactants are Cl.Cl.[C:3](=[NH:11])([O:9][CH3:10])[CH2:4][C:5](=[NH:8])[O:6][CH3:7].C(N(CC)C(C)C)(C)C.[F:21][C:22]([F:28])([F:27])[CH2:23][C:24](Cl)=O. The catalyst is ClCCl.O. The product is [CH3:7][O:6][C:5]1[CH:4]=[C:3]([O:9][CH3:10])[N:11]=[C:24]([CH2:23][C:22]([F:28])([F:27])[F:21])[N:8]=1. The yield is 0.100.